Dataset: Reaction yield outcomes from USPTO patents with 853,638 reactions. Task: Predict the reaction yield, written as a fraction of the theoretical maximum amount of product (1.0 means a 100% yield; for example, 0.34 means a 34% yield). The reactants are C1C2C(C[C@:15]([NH:58][C:59](=[O:64])[C:60]([NH2:63])([CH3:62])[CH3:61])([CH:55]([CH3:57])[CH3:56])[C:16]([N:18]([C@@H:20]([CH:50]3[CH2:54][CH2:53][CH2:52][CH2:51]3)[C@H:21]([O:48][CH3:49])[CH2:22][C:23]([N:25]3[CH2:29][CH2:28][CH2:27][C@H:26]3[C@H:30]([O:46][CH3:47])[C@@H:31]([CH3:45])[C:32]([NH:34][C@H:35]([CH3:44])[C@@H:36]([OH:43])[C:37]3[CH:42]=[CH:41][CH:40]=[CH:39][CH:38]=3)=[O:33])=[O:24])[CH3:19])=[O:17])C3C(=CC=CC=3)C=2C=CC=1. The catalyst is C(Cl)Cl. The product is [NH2:63][C:60]([CH3:62])([CH3:61])[C:59]([NH:58][C@@H:15]([CH:55]([CH3:57])[CH3:56])[C:16]([N:18]([C@@H:20]([CH:50]1[CH2:51][CH2:52][CH2:53][CH2:54]1)[C@H:21]([O:48][CH3:49])[CH2:22][C:23]([N:25]1[CH2:29][CH2:28][CH2:27][C@H:26]1[C@H:30]([O:46][CH3:47])[C@@H:31]([CH3:45])[C:32]([NH:34][C@H:35]([CH3:44])[C@@H:36]([OH:43])[C:37]1[CH:38]=[CH:39][CH:40]=[CH:41][CH:42]=1)=[O:33])=[O:24])[CH3:19])=[O:17])=[O:64]. The yield is 0.584.